This data is from Retrosynthesis with 50K atom-mapped reactions and 10 reaction types from USPTO. The task is: Predict the reactants needed to synthesize the given product. (1) Given the product Cc1cc(OS(=O)(=O)c2ccccc2)ccc1Cl, predict the reactants needed to synthesize it. The reactants are: Cc1cc(O)ccc1Cl.O=S(=O)(Cl)c1ccccc1. (2) The reactants are: COc1ccc(B(O)O)cc1.O=C(NCCN1CCOCC1)c1ccc(-c2nc3c(Cl)ccnc3[nH]2)cc1. Given the product COc1ccc(-c2ccnc3[nH]c(-c4ccc(C(=O)NCCN5CCOCC5)cc4)nc23)cc1, predict the reactants needed to synthesize it. (3) Given the product Nc1cnn(CCO)c1N, predict the reactants needed to synthesize it. The reactants are: Nc1c(N=O)cnn1CCO.